Dataset: Reaction yield outcomes from USPTO patents with 853,638 reactions. Task: Predict the reaction yield, written as a fraction of the theoretical maximum amount of product (1.0 means a 100% yield; for example, 0.34 means a 34% yield). (1) The reactants are C([O:8][C:9]1[CH:14]=[CH:13][C:12]([CH2:15][CH2:16][C:17]2([CH2:23][OH:24])[CH2:21][O:20][C:19]([CH3:22])=[N:18]2)=[CH:11][CH:10]=1)C1C=CC=CC=1. The catalyst is CO.[Pd]. The product is [OH:24][CH2:23][C:17]1([CH2:16][CH2:15][C:12]2[CH:11]=[CH:10][C:9]([OH:8])=[CH:14][CH:13]=2)[CH2:21][O:20][C:19]([CH3:22])=[N:18]1. The yield is 1.00. (2) The reactants are [H-].[Na+].[C:3]1([CH3:51])[CH:8]=[C:7]([CH3:9])[CH:6]=[C:5]([CH3:10])[C:4]=1[S:11]([NH:14][CH2:15][CH2:16][CH2:17][CH2:18][CH2:19][N:20]([S:39]([C:42]1[C:47]([CH3:48])=[CH:46][C:45]([CH3:49])=[CH:44][C:43]=1[CH3:50])(=[O:41])=[O:40])[CH2:21][CH2:22][CH2:23][CH2:24][CH2:25][NH:26][S:27]([C:30]1[C:35]([CH3:36])=[CH:34][C:33]([CH3:37])=[CH:32][C:31]=1[CH3:38])(=[O:29])=[O:28])(=[O:13])=[O:12].I[CH2:53][CH3:54].[CH3:55][CH2:56]CCCC.CCOC(C)=O. The catalyst is CN(C=O)C. The product is [C:5]1([CH3:10])[CH:6]=[C:7]([CH3:9])[CH:8]=[C:3]([CH3:51])[C:4]=1[S:11]([N:14]([CH2:15][CH2:16][CH2:17][CH2:18][CH2:19][N:20]([S:39]([C:42]1[C:43]([CH3:50])=[CH:44][C:45]([CH3:49])=[CH:46][C:47]=1[CH3:48])(=[O:40])=[O:41])[CH2:21][CH2:22][CH2:23][CH2:24][CH2:25][N:26]([S:27]([C:30]1[C:31]([CH3:38])=[CH:32][C:33]([CH3:37])=[CH:34][C:35]=1[CH3:36])(=[O:28])=[O:29])[CH2:53][CH3:54])[CH2:55][CH3:56])(=[O:13])=[O:12]. The yield is 0.850. (3) The yield is 0.790. The reactants are [CH3:1][CH:2]1[CH2:4][CH:3]1[CH2:5][O:6][C:7]1[CH:14]=[CH:13][CH:12]=[C:11]([N+:15]([O-])=O)[C:8]=1[C:9]#[N:10]. The product is [NH2:15][C:11]1[CH:12]=[CH:13][CH:14]=[C:7]([O:6][CH2:5][CH:3]2[CH2:4][CH:2]2[CH3:1])[C:8]=1[C:9]#[N:10]. The catalyst is CCOC(C)=O.CCO.[Pd]. (4) The reactants are [CH3:1][C:2]1[C:25]([CH3:26])=[CH:24][CH:23]=[CH:22][C:3]=1[O:4][C@@H:5]1[CH2:10][CH2:9][N:8](C(OCC2C=CC=CC=2)=O)[CH2:7][C@H:6]1[OH:21].[H][H].C(OCC)C. The catalyst is CO.[Pd]. The product is [CH3:1][C:2]1[C:25]([CH3:26])=[CH:24][CH:23]=[CH:22][C:3]=1[O:4][C@@H:5]1[CH2:10][CH2:9][NH:8][CH2:7][C@H:6]1[OH:21]. The yield is 0.500. (5) The reactants are C1(P(C2C=CC=CC=2)C2C=CC=CC=2)C=CC=CC=1.[C:20]([O:23][CH2:24][C:25]1[CH:30]=[C:29]([CH2:31][CH2:32][CH2:33]O)[C:28]([OH:35])=[CH:27][N:26]=1)(=[O:22])[CH3:21]. The catalyst is O1CCCC1. The product is [C:20]([O:23][CH2:24][C:25]1[CH:30]=[C:29]2[CH2:31][CH2:32][CH2:33][O:35][C:28]2=[CH:27][N:26]=1)(=[O:22])[CH3:21]. The yield is 0.600. (6) The reactants are Cl.[CH:2]12[NH:11][CH:7]([CH2:8][CH2:9][CH2:10]1)[CH2:6][CH2:5][CH2:4][CH2:3]2.C(N(CC)CC)C.[CH3:19][S:20](Cl)=[O:21]. The catalyst is C(OCC)C. The product is [CH3:19][S:20]([N:11]1[CH:7]2[CH2:8][CH2:9][CH2:10][CH:2]1[CH2:3][CH2:4][CH2:5][CH2:6]2)=[O:21]. The yield is 0.710. (7) The reactants are Cl(O)(=O)(=O)=O.[CH:6]([C:8]([CH2:10][CH3:11])=[O:9])=[CH2:7].C([C@@H]1N[C@H](C2OC(C)=CC=2)N(C)C1=O)C1C=CC=CC=1.[CH2:32]([O:39][C:40](=[O:46])[NH:41][CH:42]=[CH:43][CH:44]=[CH2:45])[C:33]1[CH:38]=[CH:37][CH:36]=[CH:35][CH:34]=1. The catalyst is C(O)C.CCOCC. The product is [C:8]([C@H:10]1[C@@H:42]([NH:41][C:40](=[O:46])[O:39][CH2:32][C:33]2[CH:38]=[CH:37][CH:36]=[CH:35][CH:34]=2)[CH:43]=[CH:44][CH2:45][CH2:11]1)(=[O:9])[CH2:6][CH3:7]. The yield is 0.910.